From a dataset of Full USPTO retrosynthesis dataset with 1.9M reactions from patents (1976-2016). Predict the reactants needed to synthesize the given product. Given the product [C:1]([O:5][C:6]([NH:8][CH2:9][C:10]1[N:11]([CH2:31][CH:32]([CH3:34])[CH3:33])[C:12](=[O:30])[C:13]2[C:18]([C:19]=1[C:20]1[CH:21]=[CH:22][C:23]([Cl:26])=[CH:24][CH:25]=1)=[CH:17][C:16]([C:27]([NH2:38])=[O:28])=[CH:15][CH:14]=2)=[O:7])([CH3:4])([CH3:3])[CH3:2], predict the reactants needed to synthesize it. The reactants are: [C:1]([O:5][C:6]([NH:8][CH2:9][C:10]1[N:11]([CH2:31][CH:32]([CH3:34])[CH3:33])[C:12](=[O:30])[C:13]2[C:18]([C:19]=1[C:20]1[CH:25]=[CH:24][C:23]([Cl:26])=[CH:22][CH:21]=1)=[CH:17][C:16]([C:27](O)=[O:28])=[CH:15][CH:14]=2)=[O:7])([CH3:4])([CH3:3])[CH3:2].Cl.C([N:38]=C=NCCCN(C)C)C.[NH4+].ON1C2C=CC=CC=2N=N1.O.